This data is from Full USPTO retrosynthesis dataset with 1.9M reactions from patents (1976-2016). The task is: Predict the reactants needed to synthesize the given product. (1) The reactants are: C1(P(C2C=CC=CC=2)C2C=CC=CC=2)C=CC=CC=1.Br[C:21]1[N:29]2[C:24]([CH:25]=[N:26][C:27]([S:30][CH3:31])=[N:28]2)=[CH:23][CH:22]=1.CC1(C)C(C)(C)OB([C:40]2[CH:45]=[CH:44][CH:43]=[CH:42][C:41]=2[O:46]C(=O)C)O1.C(=O)([O-])[O-].[Na+].[Na+].O. Given the product [CH3:31][S:30][C:27]1[N:26]=[CH:25][C:24]2=[CH:23][CH:22]=[C:21]([C:40]3[CH:45]=[CH:44][CH:43]=[CH:42][C:41]=3[OH:46])[N:29]2[N:28]=1, predict the reactants needed to synthesize it. (2) Given the product [Cl:27][C:23]1[N:24]=[CH:25][NH:26][C:22]=1[C:20]([NH:19][CH2:18][C:13]1[CH:14]=[CH:15][C:16]([Cl:17])=[C:11]([O:10][C:4]2[CH:3]=[C:2]([C:33]#[C:32][CH:29]3[CH2:31][CH2:30]3)[CH:7]=[C:6]([C:8]#[N:9])[CH:5]=2)[C:12]=1[F:28])=[O:21], predict the reactants needed to synthesize it. The reactants are: Br[C:2]1[CH:3]=[C:4]([O:10][C:11]2[C:12]([F:28])=[C:13]([CH2:18][NH:19][C:20]([C:22]3[NH:26][CH:25]=[N:24][C:23]=3[Cl:27])=[O:21])[CH:14]=[CH:15][C:16]=2[Cl:17])[CH:5]=[C:6]([C:8]#[N:9])[CH:7]=1.[CH:29]1([C:32]#[CH:33])[CH2:31][CH2:30]1. (3) Given the product [CH2:1]([O:5][C:6]1[CH:14]=[N:13][CH:12]=[CH:11][C:7]=1[C:8]([N:23]([O:24][CH3:25])[CH3:22])=[O:10])[CH:2]([CH3:3])[CH3:4], predict the reactants needed to synthesize it. The reactants are: [CH2:1]([O:5][C:6]1[CH:14]=[N:13][CH:12]=[CH:11][C:7]=1[C:8]([OH:10])=O)[CH:2]([CH3:4])[CH3:3].C(Cl)(=O)C(Cl)=O.Cl.[CH3:22][NH:23][O:24][CH3:25].N1C=CC=CC=1.